Dataset: Full USPTO retrosynthesis dataset with 1.9M reactions from patents (1976-2016). Task: Predict the reactants needed to synthesize the given product. (1) The reactants are: [NH2:1][C:2]1[CH:7]=[CH:6][C:5]([N:8]2[C:14](=[O:15])[CH2:13][C:12](=[O:16])[NH:11][C:10]3[C:17]4[C:22]([CH:23]=[CH:24][C:9]2=3)=[CH:21][CH:20]=[CH:19][CH:18]=4)=[CH:4][CH:3]=1.Cl.[N:26]1[CH:31]=[CH:30][CH:29]=[C:28]([O:32][CH2:33][C:34](O)=[O:35])[CH:27]=1.CCN=C=NCCCN(C)C.Cl.N1C=CC=CC=1. Given the product [N:26]1[CH:31]=[CH:30][CH:29]=[C:28]([O:32][CH2:33][C:34]([NH:1][C:2]2[CH:7]=[CH:6][C:5]([N:8]3[C:14](=[O:15])[CH2:13][C:12](=[O:16])[NH:11][C:10]4[C:17]5[C:22]([CH:23]=[CH:24][C:9]3=4)=[CH:21][CH:20]=[CH:19][CH:18]=5)=[CH:4][CH:3]=2)=[O:35])[CH:27]=1, predict the reactants needed to synthesize it. (2) Given the product [NH2:1][C:2]1[N:15]=[CH:14][C:13]([Br:16])=[CH:12][C:3]=1[C:4]([N:6]([C:7]12[CH2:11][CH:9]([CH2:8]1)[CH2:10]2)[CH3:17])=[O:5], predict the reactants needed to synthesize it. The reactants are: [NH2:1][C:2]1[N:15]=[CH:14][C:13]([Br:16])=[CH:12][C:3]=1[C:4]([NH:6][C:7]12[CH2:11][CH:9]([CH2:10]1)[CH2:8]2)=[O:5].[C:17](O[K])(C)(C)C.CI. (3) Given the product [Cl:1][C:2]1[CH:3]=[CH:4][C:5]([O:29][CH:30]([F:32])[F:31])=[C:6]([C:8]2[C:13]([O:14][CH3:15])=[CH:12][N:11]([CH:16]([CH2:24][CH2:25][O:26][CH3:27])[C:17]([OH:19])=[O:18])[C:10](=[O:28])[CH:9]=2)[CH:7]=1, predict the reactants needed to synthesize it. The reactants are: [Cl:1][C:2]1[CH:3]=[CH:4][C:5]([O:29][CH:30]([F:32])[F:31])=[C:6]([C:8]2[C:13]([O:14][CH3:15])=[CH:12][N:11]([CH:16]([CH2:24][CH2:25][O:26][CH3:27])[C:17]([O:19]C(C)(C)C)=[O:18])[C:10](=[O:28])[CH:9]=2)[CH:7]=1.C(O)(C(F)(F)F)=O. (4) The reactants are: [NH2:1][C:2]1[CH:3]=[CH:4][C:5]([C:8]([OH:10])=[O:9])=[N:6][CH:7]=1.O=S(Cl)Cl.[CH2:15](O)[CH3:16]. Given the product [NH2:1][C:2]1[CH:3]=[CH:4][C:5]([C:8]([O:10][CH2:15][CH3:16])=[O:9])=[N:6][CH:7]=1, predict the reactants needed to synthesize it. (5) The reactants are: [CH3:1][CH2:2][O:3][C:4]([CH:6](P(OCC)(OCC)=O)[F:7])=[O:5].[CH2:16]([O:18][C:19]1[C:20]([C:33](=O)[CH2:34][CH3:35])=[CH:21][C:22]2[C:23]([CH2:31][CH3:32])=[CH:24][CH2:25][C:26]([CH3:30])([CH3:29])[C:27]=2[CH:28]=1)[CH3:17]. Given the product [CH2:16]([O:18][C:19]1[C:20](/[C:33](/[CH2:34][CH3:35])=[C:6](/[F:7])\[C:4]([O:3][CH2:2][CH3:1])=[O:5])=[CH:21][C:22]2[C:23]([CH2:31][CH3:32])=[CH:24][CH2:25][C:26]([CH3:29])([CH3:30])[C:27]=2[CH:28]=1)[CH3:17], predict the reactants needed to synthesize it. (6) Given the product [CH:22]([C:21]1[C:20]([CH3:27])=[CH:19][C:18]([O:17][CH2:2][C:3]2[CH:8]=[CH:7][CH:6]=[CH:5][C:4]=2/[C:9](=[CH:14]\[O:15][CH3:16])/[C:10]([O:12][CH3:13])=[O:11])=[C:25]([CH3:26])[CH:24]=1)=[O:23], predict the reactants needed to synthesize it. The reactants are: Br[CH2:2][C:3]1[CH:8]=[CH:7][CH:6]=[CH:5][C:4]=1/[C:9](=[CH:14]\[O:15][CH3:16])/[C:10]([O:12][CH3:13])=[O:11].[OH:17][C:18]1[C:25]([CH3:26])=[CH:24][C:21]([CH:22]=[O:23])=[C:20]([CH3:27])[CH:19]=1.C(=O)([O-])[O-].[Cs+].[Cs+]. (7) Given the product [Si:10]([O:9][CH2:8][C:4]1[N:3]=[C:2]([O:17][CH:18]2[CH2:19][CH2:20][N:21]([C:24]([O:26][C:27]([CH3:30])([CH3:29])[CH3:28])=[O:25])[CH2:22][CH2:23]2)[CH:7]=[CH:6][CH:5]=1)([C:13]([CH3:16])([CH3:15])[CH3:14])([CH3:12])[CH3:11], predict the reactants needed to synthesize it. The reactants are: Br[C:2]1[CH:7]=[CH:6][CH:5]=[C:4]([CH2:8][O:9][Si:10]([C:13]([CH3:16])([CH3:15])[CH3:14])([CH3:12])[CH3:11])[N:3]=1.[OH:17][CH:18]1[CH2:23][CH2:22][N:21]([C:24]([O:26][C:27]([CH3:30])([CH3:29])[CH3:28])=[O:25])[CH2:20][CH2:19]1.C1(C2C=CC=CC=2)C=CC=CC=1P(C(C)(C)C)C(C)(C)C.C(=O)([O-])[O-].[Cs+].[Cs+]. (8) Given the product [CH:17]1([C:15]([C:3]2[S:4][C:5]3[C:6](=[N:7][CH:8]=[C:9]([C:11]([F:14])([F:13])[F:12])[CH:10]=3)[C:2]=2[CH3:1])=[O:16])[CH2:22][CH2:21][CH2:20][CH2:19][CH2:18]1, predict the reactants needed to synthesize it. The reactants are: [CH3:1][C:2]1[C:6]2=[N:7][CH:8]=[C:9]([C:11]([F:14])([F:13])[F:12])[CH:10]=[C:5]2[S:4][C:3]=1[CH:15]=[O:16].[CH:17]1([Mg]Br)[CH2:22][CH2:21][CH2:20][CH2:19][CH2:18]1.[Cl-].[NH4+].C[N+]1([O-])CCOCC1.